This data is from Full USPTO retrosynthesis dataset with 1.9M reactions from patents (1976-2016). The task is: Predict the reactants needed to synthesize the given product. (1) Given the product [CH3:1][O:2][C:3]([C:4]1[N:20]=[C:17]([CH3:18])[S:19][C:5]=1[C:6]1[CH:11]=[CH:10][CH:9]=[C:8]([O:12][CH3:13])[CH:7]=1)=[O:16], predict the reactants needed to synthesize it. The reactants are: [CH3:1][O:2][C:3](=[O:16])[C:4](=O)[CH:5](Cl)[C:6]1[CH:11]=[CH:10][CH:9]=[C:8]([O:12][CH3:13])[CH:7]=1.[C:17]([NH2:20])(=[S:19])[CH3:18]. (2) Given the product [CH3:25][C:21]1[CH:20]=[C:19]([N:18]=[C:14]([NH2:15])[C:13]2[CH:12]=[CH:11][C:10]([N:1]3[C:5]4=[N:6][CH:7]=[CH:8][CH:9]=[C:4]4[CH:3]=[CH:2]3)=[CH:17][CH:16]=2)[CH:24]=[CH:23][N:22]=1, predict the reactants needed to synthesize it. The reactants are: [N:1]1([C:10]2[CH:17]=[CH:16][C:13]([C:14]#[N:15])=[CH:12][CH:11]=2)[C:5]2=[N:6][CH:7]=[CH:8][CH:9]=[C:4]2[CH:3]=[CH:2]1.[NH2:18][C:19]1[CH:24]=[CH:23][N:22]=[C:21]([CH3:25])[CH:20]=1.